Task: Predict the reaction yield, written as a fraction of the theoretical maximum amount of product (1.0 means a 100% yield; for example, 0.34 means a 34% yield).. Dataset: Reaction yield outcomes from USPTO patents with 853,638 reactions (1) The reactants are [S:1](=[O:5])(=[O:4])([OH:3])[OH:2].[OH:6][CH2:7][CH2:8][O:9][NH:10][C:11]([C:13]1[C:22]([NH:23][C:24]2[CH:29]=[CH:28][C:27]([Br:30])=[CH:26][C:25]=2[Cl:31])=[C:21]([F:32])[C:16]2[N:17]=[CH:18][N:19]([CH3:20])[C:15]=2[CH:14]=1)=[O:12].O. The catalyst is O1CCCC1. The product is [S:1]([OH:5])([OH:4])(=[O:3])=[O:2].[OH:6][CH2:7][CH2:8][O:9][NH:10][C:11]([C:13]1[C:22]([NH:23][C:24]2[CH:29]=[CH:28][C:27]([Br:30])=[CH:26][C:25]=2[Cl:31])=[C:21]([F:32])[C:16]2[N:17]=[CH:18][N:19]([CH3:20])[C:15]=2[CH:14]=1)=[O:12]. The yield is 0.820. (2) The product is [CH3:11][N:12]([CH3:14])[CH:13]=[N:10][C:4]1[C:5]2[CH:9]=[CH:8][NH:7][C:6]=2[N:1]=[CH:2][N:3]=1. The yield is 0.730. The reactants are [N:1]1[C:6]2[NH:7][CH:8]=[CH:9][C:5]=2[C:4]([NH2:10])=[N:3][CH:2]=1.[CH3:11][N:12]([CH:14]=O)[CH3:13]. The catalyst is COC(OC)N(C)C. (3) The product is [CH3:1][C:2]1[N:7]=[C:6]([C:8]2[CH:17]=[C:16]([O:18][CH:19]3[CH2:36][CH:35]4[CH:21]([C:22](=[O:42])[N:23]([CH3:41])[CH2:24][CH2:25][CH2:26][CH2:27][CH:28]=[CH:29][CH:30]5[C:32]([C:38]([NH:64][S:61]([CH:58]6[CH2:60][CH2:59]6)(=[O:63])=[O:62])=[O:40])([NH:33][C:34]4=[O:37])[CH2:31]5)[CH2:20]3)[C:15]3[C:10](=[C:11]([CH3:45])[C:12]([O:43][CH3:44])=[CH:13][CH:14]=3)[N:9]=2)[CH:5]=[CH:4][CH:3]=1. The reactants are [CH3:1][C:2]1[N:7]=[C:6]([C:8]2[CH:17]=[C:16]([O:18][CH:19]3[CH2:36][CH:35]4[CH:21]([C:22](=[O:42])[N:23]([CH3:41])[CH2:24][CH2:25][CH2:26][CH2:27][CH:28]=[CH:29][CH:30]5[C:32]([C:38]([OH:40])=O)([NH:33][C:34]4=[O:37])[CH2:31]5)[CH2:20]3)[C:15]3[C:10](=[C:11]([CH3:45])[C:12]([O:43][CH3:44])=[CH:13][CH:14]=3)[N:9]=2)[CH:5]=[CH:4][CH:3]=1.C1N=CN(C(N2C=NC=C2)=O)C=1.[CH:58]1([S:61]([NH2:64])(=[O:63])=[O:62])[CH2:60][CH2:59]1.C1CCN2C(=NCCC2)CC1.C(O)(=O)CC(CC(O)=O)(C(O)=O)O. The catalyst is C1COCC1. The yield is 0.520. (4) The reactants are [NH:1]1[CH:5]=[N:4][C:3]([NH2:6])=[N:2]1.[C:7]([C:9]1[CH:14]=[CH:13][CH:12]=[CH:11][C:10]=1[C:15]1[CH:20]=[CH:19][C:18]([CH2:21][CH:22]([C:27](=O)[CH2:28][CH2:29][CH2:30][CH3:31])[C:23](OC)=[O:24])=[CH:17][CH:16]=1)#[N:8]. The catalyst is ClC1C=CC(Cl)=CC=1Cl. The product is [CH2:28]([C:27]1[N:2]2[N:1]=[CH:5][N:4]=[C:3]2[NH:6][C:23](=[O:24])[C:22]=1[CH2:21][C:18]1[CH:17]=[CH:16][C:15]([C:10]2[C:9]([C:7]#[N:8])=[CH:14][CH:13]=[CH:12][CH:11]=2)=[CH:20][CH:19]=1)[CH2:29][CH2:30][CH3:31]. The yield is 0.440. (5) The reactants are [N:1]1[CH:6]=[CH:5][CH:4]=[C:3]([NH:7][C:8](=[O:15])OCC(Cl)(Cl)Cl)[N:2]=1.Cl.Cl.[C:18]1([C:24]2[N:29]=[C:28]([N:30]3[CH2:35][CH2:34][NH:33][CH2:32][CH2:31]3)[CH:27]=[CH:26][N:25]=2)[CH:23]=[CH:22][CH:21]=[CH:20][CH:19]=1. No catalyst specified. The product is [C:18]1([C:24]2[N:29]=[C:28]([N:30]3[CH2:35][CH2:34][N:33]([C:8]([NH:7][C:3]4[N:2]=[N:1][CH:6]=[CH:5][CH:4]=4)=[O:15])[CH2:32][CH2:31]3)[CH:27]=[CH:26][N:25]=2)[CH:19]=[CH:20][CH:21]=[CH:22][CH:23]=1. The yield is 0.320. (6) The reactants are FC(F)(F)C(O)=O.ClC1C(N[C@@H]2[C@@H]3C[C@@H](C=C3)[C@@H]2C(N)=O)=C2N=C(C3C=CC(CN4CCOCC4)=CC=3)NC2=NC=1.[NH2:42][C:43]1[C:48]([NH2:49])=[C:47]([NH:50][C@H:51]2[C@H:56]3[CH2:57][C@H:53]([CH:54]=[CH:55]3)[C@H:52]2[C:58]([NH2:60])=[O:59])[C:46]([Cl:61])=[CH:45][N:44]=1.[CH3:62][O:63][C:64]1[CH:71]=[C:70]([N:72]2[CH2:77][CH2:76][N:75]([CH3:78])[CH2:74][CH2:73]2)[CH:69]=[CH:68][C:65]=1[CH:66]=O. No catalyst specified. The product is [Cl:61][C:46]1[C:47]([NH:50][C@H:51]2[C@H:56]3[CH2:57][C@H:53]([CH:54]=[CH:55]3)[C@H:52]2[C:58]([NH2:60])=[O:59])=[C:48]2[N:49]=[C:66]([C:65]3[CH:68]=[CH:69][C:70]([N:72]4[CH2:73][CH2:74][N:75]([CH3:78])[CH2:76][CH2:77]4)=[CH:71][C:64]=3[O:63][CH3:62])[NH:42][C:43]2=[N:44][CH:45]=1. The yield is 0.0500.